Dataset: M1 muscarinic receptor antagonist screen with 61,756 compounds. Task: Binary Classification. Given a drug SMILES string, predict its activity (active/inactive) in a high-throughput screening assay against a specified biological target. (1) The drug is Clc1cc(Cn2c(nc3n(c(=O)n(c(=O)c23)C)C)CN2CC(OC(C2)C)C)ccc1. The result is 0 (inactive). (2) The drug is O=C(N1CCN(CC1)C(=O)c1occc1)c1c(c([nH]c1C)C(OCC)=O)C. The result is 0 (inactive).